This data is from Orexin1 receptor HTS with 218,158 compounds and 233 confirmed actives. The task is: Binary Classification. Given a drug SMILES string, predict its activity (active/inactive) in a high-throughput screening assay against a specified biological target. (1) The compound is O=C1Nc2c(N(C1(C)C)C(=O)COC(=O)c1c(N)ccc([N+]([O-])=O)c1)cccc2. The result is 0 (inactive). (2) The molecule is Clc1ccc(CCNC(=O)c2nnn(Cc3cc(OC)ccc3)c2N)cc1. The result is 0 (inactive). (3) The molecule is S(c1[nH]c(c(CC(OCC)=O)c(=O)n1)C)CCC. The result is 0 (inactive). (4) The molecule is S1\C(C(=O)N(C(C)C)C1=O)=C\c1c(OCc2ccc(cc2)C(O)=O)cccc1. The result is 0 (inactive). (5) The drug is S1\C(=C/c2n(ccc2)C)C(=O)N(c2ccc(O)cc2)C1=O. The result is 0 (inactive). (6) The result is 0 (inactive). The drug is S(=O)(=O)(NC(C)C)c1ccc(CCC(=O)N2CCCC2)cc1. (7) The compound is S(Cc1[nH]c2c(n1)cccc2)c1n(N)c(nn1)c1ccccc1. The result is 0 (inactive). (8) The molecule is S(Cc1cc(ccc1)C)c1n(c(nn1)c1occc1)C. The result is 0 (inactive). (9) The result is 0 (inactive). The compound is O=c1n(CCc2ccccc2)c(nc2c1cccc2)/C=C\c1ccccc1.